This data is from Forward reaction prediction with 1.9M reactions from USPTO patents (1976-2016). The task is: Predict the product of the given reaction. Given the reactants [CH2:1]([N:8]([CH2:17][CH2:18]O)[CH2:9][C:10]([O:12][C:13]([CH3:16])([CH3:15])[CH3:14])=[O:11])[C:2]1[CH:7]=[CH:6][CH:5]=[CH:4][CH:3]=1.C1C=CC(P(C2C=CC=CC=2)C2C=CC=CC=2)=CC=1.C1C(=O)N([Br:46])C(=O)C1, predict the reaction product. The product is: [CH2:1]([N:8]([CH2:17][CH2:18][Br:46])[CH2:9][C:10]([O:12][C:13]([CH3:16])([CH3:15])[CH3:14])=[O:11])[C:2]1[CH:7]=[CH:6][CH:5]=[CH:4][CH:3]=1.